Dataset: Catalyst prediction with 721,799 reactions and 888 catalyst types from USPTO. Task: Predict which catalyst facilitates the given reaction. (1) Reactant: [Si:1](Cl)([C:4]([CH3:7])([CH3:6])[CH3:5])([CH3:3])[CH3:2].[Br:9][C:10]1[CH:15]=[CH:14][C:13]([CH2:16][OH:17])=[C:12]([O:18][CH3:19])[CH:11]=1.N1C=CN=C1. Product: [Br:9][C:10]1[CH:15]=[CH:14][C:13]([CH2:16][O:17][Si:1]([C:4]([CH3:7])([CH3:6])[CH3:5])([CH3:3])[CH3:2])=[C:12]([O:18][CH3:19])[CH:11]=1. The catalyst class is: 3. (2) Reactant: [NH:1]1[C:10]2[C:5](=[CH:6][CH:7]=[CH:8][CH:9]=2)[CH2:4][CH2:3][C:2]1=[O:11].[H-].[Na+].Br[CH2:15][CH2:16][CH2:17][O:18][CH:17]1[CH2:16][CH2:15]CC[O:18]1. Product: [OH:18][CH2:17][CH2:16][CH2:15][N:1]1[C:10]2[C:5](=[CH:6][CH:7]=[CH:8][CH:9]=2)[CH2:4][CH2:3][C:2]1=[O:11]. The catalyst class is: 35. (3) Reactant: CI.[Cl:3][C:4]1[CH:5]=[C:6]2[C:10](=[C:11]([C:13]3[CH:18]=[C:17]([O:19]C)[N:16]=[CH:15][N:14]=3)[CH:12]=1)[NH:9][CH:8]=[CH:7]2.[C:21]([O-])([O-])=O.[K+].[K+]. Product: [Cl:3][C:4]1[CH:5]=[C:6]2[C:10](=[C:11]([C:13]3[N:14]=[CH:15][N:16]=[C:17]([OH:19])[CH:18]=3)[CH:12]=1)[N:9]([CH3:21])[CH:8]=[CH:7]2. The catalyst class is: 16. (4) Reactant: [CH3:1][C:2]1[CH:10]=[CH:9][C:5]([C:6]([OH:8])=O)=[CH:4][C:3]=1[NH:11][C:12]1[N:17]=[C:16]([C:18]2[CH:19]=[N:20][CH:21]=[CH:22][CH:23]=2)[CH:15]=[CH:14][N:13]=1.S(Cl)(Cl)=O.[F:28][C:29]([F:44])([F:43])[C:30]1[CH:31]=[C:32]([NH2:42])[CH:33]=[C:34]([N:36]2[CH:40]=[C:39]([CH3:41])[N:38]=[CH:37]2)[CH:35]=1.[OH-].[Na+]. Product: [CH3:1][C:2]1[CH:10]=[CH:9][C:5]([C:6]([NH:42][C:32]2[CH:31]=[C:30]([C:29]([F:44])([F:43])[F:28])[CH:35]=[C:34]([N:36]3[CH:37]=[N:38][C:39]([CH3:41])=[CH:40]3)[CH:33]=2)=[O:8])=[CH:4][C:3]=1[NH:11][C:12]1[N:13]=[CH:14][CH:15]=[C:16]([C:18]2[CH:23]=[CH:22][CH:21]=[N:20][CH:19]=2)[N:17]=1. The catalyst class is: 60. (5) Reactant: CC(C)([O-:4])C.[K+].[CH3:7][S:8]([C:11]1[CH:18]=[CH:17][C:14]([CH:15]=O)=[CH:13][CH:12]=1)(=[O:10])=[O:9].[O:19]1[CH2:23][CH2:22][CH2:21][CH2:20]1. Product: [CH2:20]([O:19][C:23](=[O:4])/[CH:22]=[CH:15]/[C:14]1[CH:17]=[CH:18][C:11]([S:8]([CH3:7])(=[O:10])=[O:9])=[CH:12][CH:13]=1)[CH3:21]. The catalyst class is: 13. (6) The catalyst class is: 89. Reactant: [CH3:1][O:2][C:3]1[CH:8]=[CH:7][C:6]([C:9](=O)[CH:10]([CH3:14])[CH2:11][CH:12]=O)=[C:5]([CH3:16])[CH:4]=1.[NH2:17][N:18]1[C:22](=[O:23])[C:21]2=[CH:24][CH:25]=[CH:26][CH:27]=[C:20]2[C:19]1=[O:28]. Product: [CH3:1][O:2][C:3]1[CH:8]=[CH:7][C:6]([C:9]2[N:17]([N:18]3[C:22](=[O:23])[C:21]4[C:20](=[CH:27][CH:26]=[CH:25][CH:24]=4)[C:19]3=[O:28])[CH:12]=[CH:11][C:10]=2[CH3:14])=[C:5]([CH3:16])[CH:4]=1.